From a dataset of Full USPTO retrosynthesis dataset with 1.9M reactions from patents (1976-2016). Predict the reactants needed to synthesize the given product. (1) Given the product [CH2:7]([O:9][C:10](=[O:27])/[C:11](/[C:19]1[CH:24]=[CH:23][C:22]([S:3]([CH3:28])(=[O:5])=[O:2])=[CH:21][CH:20]=1)=[CH:12]/[CH:13]1[CH2:18][CH2:17][CH2:16][CH2:15][CH2:14]1)[CH3:8], predict the reactants needed to synthesize it. The reactants are: O[O:2][S:3]([O-:5])=O.[K+].[CH2:7]([O:9][C:10](=[O:27])/[C:11](/[C:19]1[CH:24]=[CH:23][C:22](SC)=[CH:21][CH:20]=1)=[CH:12]/[CH:13]1[CH2:18][CH2:17][CH2:16][CH2:15][CH2:14]1)[CH3:8].[CH3:28]C(C)=O. (2) Given the product [NH3:1].[F:33][C:34]1[C:41]([OH:42])=[CH:40][CH:39]=[CH:38][C:35]=1[CH2:36][NH:1][CH2:2][CH2:3][CH2:4][CH2:5][CH2:6][CH2:7][CH2:8][CH2:9][CH2:10][N:11]1[CH2:16][CH2:15][CH:14]([O:17][C:18](=[O:32])[NH:19][C:20]2[CH:25]=[CH:24][CH:23]=[CH:22][C:21]=2[C:26]2[CH:31]=[CH:30][CH:29]=[CH:28][CH:27]=2)[CH2:13][CH2:12]1, predict the reactants needed to synthesize it. The reactants are: [NH2:1][CH2:2][CH2:3][CH2:4][CH2:5][CH2:6][CH2:7][CH2:8][CH2:9][CH2:10][N:11]1[CH2:16][CH2:15][CH:14]([O:17][C:18](=[O:32])[NH:19][C:20]2[CH:25]=[CH:24][CH:23]=[CH:22][C:21]=2[C:26]2[CH:31]=[CH:30][CH:29]=[CH:28][CH:27]=2)[CH2:13][CH2:12]1.[F:33][C:34]1[C:41]([OH:42])=[CH:40][CH:39]=[CH:38][C:35]=1[CH:36]=O.C(O)(=O)C.S([O-])([O-])(=O)=O.[Na+].[Na+].C(O[BH-](OC(=O)C)OC(=O)C)(=O)C.[Na+].